This data is from Full USPTO retrosynthesis dataset with 1.9M reactions from patents (1976-2016). The task is: Predict the reactants needed to synthesize the given product. Given the product [NH2:12][CH2:11][C@@H:10]([NH:9][C:7]([C:5]1[S:6][C:2]([Cl:1])=[C:3]([C:30]2[N:34]([CH3:35])[N:33]=[CH:32][CH:31]=2)[CH:4]=1)=[O:8])[CH2:23][C:24]1[CH:25]=[CH:26][CH:27]=[CH:28][CH:29]=1, predict the reactants needed to synthesize it. The reactants are: [Cl:1][C:2]1[S:6][C:5]([C:7]([NH:9][C@@H:10]([CH2:23][C:24]2[CH:29]=[CH:28][CH:27]=[CH:26][CH:25]=2)[CH2:11][N:12]2C(=O)C3C(=CC=CC=3)C2=O)=[O:8])=[CH:4][C:3]=1[C:30]1[N:34]([CH3:35])[N:33]=[CH:32][CH:31]=1.O.NN.